From a dataset of Reaction yield outcomes from USPTO patents with 853,638 reactions. Predict the reaction yield, written as a fraction of the theoretical maximum amount of product (1.0 means a 100% yield; for example, 0.34 means a 34% yield). The reactants are [Cl:1][C:2]1[CH:3]=[C:4]([NH:17][C:18]2[C:27]3[C:22](=[CH:23][CH:24]=[C:25]([C:28]4[O:29][C:30]([CH:33]=O)=[CH:31][CH:32]=4)[CH:26]=3)[N:21]=[CH:20][N:19]=2)[CH:5]=[CH:6][C:7]=1[O:8][CH2:9][C:10]1[CH:15]=[CH:14][CH:13]=[C:12]([F:16])[CH:11]=1.Cl.[CH2:36]([O:43][NH2:44])[C:37]1[CH:42]=[CH:41][CH:40]=[CH:39][CH:38]=1.C(N(C(C)C)CC)(C)C.C(O[BH-](OC(=O)C)OC(=O)C)(=O)C.[Na+].C(=O)([O-])[O-].[Na+].[Na+]. The catalyst is O1CCCC1. The product is [Cl:1][C:2]1[CH:3]=[C:4]([NH:17][C:18]2[C:27]3[C:22](=[CH:23][CH:24]=[C:25]([C:28]4[O:29][C:30]([CH2:33][NH:44][O:43][CH2:36][C:37]5[CH:42]=[CH:41][CH:40]=[CH:39][CH:38]=5)=[CH:31][CH:32]=4)[CH:26]=3)[N:21]=[CH:20][N:19]=2)[CH:5]=[CH:6][C:7]=1[O:8][CH2:9][C:10]1[CH:15]=[CH:14][CH:13]=[C:12]([F:16])[CH:11]=1. The yield is 0.533.